Dataset: Reaction yield outcomes from USPTO patents with 853,638 reactions. Task: Predict the reaction yield, written as a fraction of the theoretical maximum amount of product (1.0 means a 100% yield; for example, 0.34 means a 34% yield). (1) The reactants are [F:1][C:2]1[N:7]=[C:6]([C:8]2[CH:30]=[CH:29][C:11]([CH2:12][N:13]3[CH:21]=[C:20]4[C:15]([N:16]([CH2:25][CH:26]([CH3:28])[CH3:27])[C:17](=[O:24])[N:18]([CH3:23])[C:19]4=[O:22])=[CH:14]3)=[CH:10][CH:9]=2)[CH:5]=[CH:4][CH:3]=1.[Cl:31]N1C(=O)CCC1=O. The catalyst is C(Cl)(Cl)(Cl)Cl.CN(C=O)C. The product is [Cl:31][C:14]1[N:13]([CH2:12][C:11]2[CH:29]=[CH:30][C:8]([C:6]3[CH:5]=[CH:4][CH:3]=[C:2]([F:1])[N:7]=3)=[CH:9][CH:10]=2)[CH:21]=[C:20]2[C:19](=[O:22])[N:18]([CH3:23])[C:17](=[O:24])[N:16]([CH2:25][CH:26]([CH3:28])[CH3:27])[C:15]=12. The yield is 0.700. (2) The reactants are C1(C)C=CC(S([O-])(=O)=O)=CC=1.[NH+]1C=CC=CC=1.[C:18]([O:21][CH:22]1[C:23]([O:61]C(OCC)C)([CH3:60])[CH2:24][CH2:25][CH:26]([OH:59])[CH2:27][C:28]([O:30][CH:31](/[C:36](/[CH3:58])=[CH:37]/[CH:38]=[CH:39]/[CH:40]([CH3:57])[CH2:41][CH:42]2[O:56][CH:43]2[CH:44]([CH3:55])[CH:45]([O:48][C:49](=[O:54])[CH2:50][O:51][CH2:52][CH3:53])[CH2:46][CH3:47])[CH:32]([CH3:35])[CH:33]=[CH:34]1)=[O:29])(=[O:20])[CH3:19]. The catalyst is CO.C(OCC)(=O)C. The product is [C:18]([O:21][CH:22]1[C:23]([OH:61])([CH3:60])[CH2:24][CH2:25][CH:26]([OH:59])[CH2:27][C:28]([O:30][CH:31](/[C:36](/[CH3:58])=[CH:37]/[CH:38]=[CH:39]/[CH:40]([CH3:57])[CH2:41][CH:42]2[O:56][CH:43]2[CH:44]([CH3:55])[CH:45]([O:48][C:49](=[O:54])[CH2:50][O:51][CH2:52][CH3:53])[CH2:46][CH3:47])[CH:32]([CH3:35])[CH:33]=[CH:34]1)=[O:29])(=[O:20])[CH3:19]. The yield is 0.560. (3) The reactants are [CH:1]1([C:7]2([CH3:14])[C:11](=[O:12])[NH:10][N:9]=[C:8]2[CH3:13])[CH2:6][CH2:5][CH2:4][CH2:3][CH2:2]1.Cl[CH2:16][C:17]([C:19]1[CH:23]=[CH:22][NH:21][CH:20]=1)=[O:18]. No catalyst specified. The product is [CH:1]1([C:7]2([CH3:14])[C:11](=[O:12])[N:10]([CH2:16][C:17](=[O:18])[C:19]3[CH:23]=[CH:22][NH:21][CH:20]=3)[N:9]=[C:8]2[CH3:13])[CH2:2][CH2:3][CH2:4][CH2:5][CH2:6]1. The yield is 0.230. (4) The reactants are FC(F)(F)C(O)=O.[Cl:8][C:9]1[C:10]([F:39])=[C:11]([CH:15]2[C:19]([C:22]3[CH:27]=[CH:26][C:25]([Cl:28])=[CH:24][C:23]=3[F:29])([C:20]#[N:21])[CH:18]([CH2:30][C:31]([CH3:35])([CH3:34])[CH2:32][OH:33])[NH:17][CH:16]2[C:36]([OH:38])=O)[CH:12]=[CH:13][CH:14]=1.CC1(C)[O:45][C@@H:44]([CH2:46][CH2:47][NH2:48])[C:43]([CH3:50])([CH3:49])[O:42]1.CN(C(ON1N=NC2C=CC=NC1=2)=[N+](C)C)C.F[P-](F)(F)(F)(F)F.CCN(C(C)C)C(C)C.Cl. The catalyst is C(Cl)Cl.O1CCCC1. The product is [OH:45][C@H:44]([C:43]([OH:42])([CH3:50])[CH3:49])[CH2:46][CH2:47][NH:48][C:36]([CH:16]1[CH:15]([C:11]2[CH:12]=[CH:13][CH:14]=[C:9]([Cl:8])[C:10]=2[F:39])[C:19]([C:22]2[CH:27]=[CH:26][C:25]([Cl:28])=[CH:24][C:23]=2[F:29])([C:20]#[N:21])[CH:18]([CH2:30][C:31]([CH3:34])([CH3:35])[CH2:32][OH:33])[NH:17]1)=[O:38]. The yield is 0.700. (5) The reactants are Cl[C:2]1[N:3]=[C:4]([OH:12])[C:5]2[CH:11]=[CH:10][N:9]=[CH:8][C:6]=2[N:7]=1.[Cl:13][C:14]1[C:19]([Cl:20])=[CH:18][CH:17]=[CH:16][C:15]=1[CH2:21][OH:22]. No catalyst specified. The product is [Cl:13][C:14]1[C:19]([Cl:20])=[CH:18][CH:17]=[CH:16][C:15]=1[CH2:21][O:22][C:2]1[N:3]=[C:4]([OH:12])[C:5]2[CH:11]=[CH:10][N:9]=[CH:8][C:6]=2[N:7]=1. The yield is 0.190. (6) The reactants are Br[C:2]1[NH:10][C:9]2[C:4](=[N:5][CH:6]=[N:7][C:8]=2[NH2:11])[N:3]=1.[Cl:12][C:13]1[C:21]2[S:20][C:19]([SH:22])=[N:18][C:17]=2[CH:16]=[CH:15][CH:14]=1.CC(C)([O-])C.[K+]. The catalyst is CN(C=O)C. The product is [Cl:12][C:13]1[C:21]2[S:20][C:19]([S:22][C:2]3[NH:3][C:4]4[C:9]([N:10]=3)=[C:8]([NH2:11])[N:7]=[CH:6][N:5]=4)=[N:18][C:17]=2[CH:16]=[CH:15][CH:14]=1. The yield is 0.250.